This data is from Peptide-MHC class I binding affinity with 185,985 pairs from IEDB/IMGT. The task is: Regression. Given a peptide amino acid sequence and an MHC pseudo amino acid sequence, predict their binding affinity value. This is MHC class I binding data. (1) The peptide sequence is HSGDSSCAF. The MHC is HLA-B58:01 with pseudo-sequence HLA-B58:01. The binding affinity (normalized) is 0.388. (2) The peptide sequence is TPQDNQLTYV. The MHC is HLA-B07:02 with pseudo-sequence HLA-B07:02. The binding affinity (normalized) is 0.335. (3) The peptide sequence is MHGHGKHIL. The MHC is HLA-B57:01 with pseudo-sequence HLA-B57:01. The binding affinity (normalized) is 0.0847. (4) The peptide sequence is IQIQATETA. The MHC is HLA-A02:06 with pseudo-sequence HLA-A02:06. The binding affinity (normalized) is 0.872. (5) The peptide sequence is KFIILLTSF. The binding affinity (normalized) is 0.532. The MHC is HLA-A24:03 with pseudo-sequence HLA-A24:03. (6) The peptide sequence is EEDDDLVGV. The MHC is Mamu-A11 with pseudo-sequence Mamu-A11. The binding affinity (normalized) is 0.362. (7) The peptide sequence is DFGYATMAK. The MHC is HLA-B58:01 with pseudo-sequence HLA-B58:01. The binding affinity (normalized) is 0.0847.